Dataset: Forward reaction prediction with 1.9M reactions from USPTO patents (1976-2016). Task: Predict the product of the given reaction. Given the reactants [CH2:1]([N:3]1[C:11]([C:12]2[CH:13]=[N:14][C:15]([CH3:18])=[N:16][CH:17]=2)=[N:10][C:9]2[C:4]1=[N:5][CH:6]=[N:7][C:8]=2[O:19][C@H:20]1[CH2:24][CH2:23][N:22]([C:25]([N:27]2[CH:31]=[CH:30][N:29]=[CH:28]2)=[O:26])[CH2:21]1)[CH3:2].[I:32][CH3:33], predict the reaction product. The product is: [I-:32].[CH2:1]([N:3]1[C:11]([C:12]2[CH:13]=[N:14][C:15]([CH3:18])=[N:16][CH:17]=2)=[N:10][C:9]2[C:4]1=[N:5][CH:6]=[N:7][C:8]=2[O:19][C@H:20]1[CH2:24][CH2:23][N:22]([C:25]([N:27]2[CH:31]=[CH:30][N+:29]([CH3:33])=[CH:28]2)=[O:26])[CH2:21]1)[CH3:2].